Task: Predict which catalyst facilitates the given reaction.. Dataset: Catalyst prediction with 721,799 reactions and 888 catalyst types from USPTO (1) Reactant: [CH3:1][O:2][C:3]([C:5]1[CH:27]=[CH:26][C:8]([CH2:9][CH:10]([CH2:14][CH2:15][C:16]2[CH:21]=[CH:20][C:19]([C:22]([O:24][CH3:25])=[O:23])=[CH:18][CH:17]=2)[C:11](O)=[O:12])=[CH:7][CH:6]=1)=[O:4].[Cl-].[NH4+]. Product: [OH:12][CH2:11][CH:10]([CH2:14][CH2:15][C:16]1[CH:17]=[CH:18][C:19]([C:22]([O:24][CH3:25])=[O:23])=[CH:20][CH:21]=1)[CH2:9][C:8]1[CH:26]=[CH:27][C:5]([C:3]([O:2][CH3:1])=[O:4])=[CH:6][CH:7]=1. The catalyst class is: 299. (2) Product: [C:1]([C:5]1[CH:9]=[C:8]([NH:10][C:11](=[O:47])[NH:12][C:13]2[C:22]3[C:17](=[CH:18][CH:19]=[CH:20][CH:21]=3)[C:16]([O:23][CH2:24][C:25]3[CH:30]=[CH:29][N:28]=[C:27]([NH:31][C:32]([C@@H:34]4[CH2:39][O:38][CH2:37][CH2:36][NH:35]4)=[O:33])[CH:26]=3)=[CH:15][CH:14]=2)[N:7]([C:48]2[CH:53]=[CH:52][C:51]([CH3:54])=[CH:50][CH:49]=2)[N:6]=1)([CH3:4])([CH3:3])[CH3:2]. The catalyst class is: 157. Reactant: [C:1]([C:5]1[CH:9]=[C:8]([NH:10][C:11](=[O:47])[NH:12][C:13]2[C:22]3[C:17](=[CH:18][CH:19]=[CH:20][CH:21]=3)[C:16]([O:23][CH2:24][C:25]3[CH:30]=[CH:29][N:28]=[C:27]([NH:31][C:32]([C@@H:34]4[CH2:39][O:38][CH2:37][CH2:36][N:35]4C(OC(C)(C)C)=O)=[O:33])[CH:26]=3)=[CH:15][CH:14]=2)[N:7]([C:48]2[CH:53]=[CH:52][C:51]([CH3:54])=[CH:50][CH:49]=2)[N:6]=1)([CH3:4])([CH3:3])[CH3:2]. (3) Reactant: FC(F)(F)S(O[C:7]1[N:8]=[C:9]([CH3:21])[C:10]2[C:15]([CH:16]=1)=[CH:14][C:13]([O:17][CH3:18])=[C:12]([O:19][CH3:20])[CH:11]=2)(=O)=O.[N:24]1[CH:29]=[CH:28][CH:27]=[C:26](B(O)O)[CH:25]=1.C([O-])([O-])=O.[Na+].[Na+]. Product: [CH3:18][O:17][C:13]1[CH:14]=[C:15]2[C:10](=[CH:11][C:12]=1[O:19][CH3:20])[C:9]([CH3:21])=[N:8][C:7]([C:26]1[CH:25]=[N:24][CH:29]=[CH:28][CH:27]=1)=[CH:16]2. The catalyst class is: 11. (4) Reactant: [C:1]([O:5][C:6](=[O:36])[NH:7][C:8]1([C:12]2[CH:17]=[CH:16][C:15]([C:18]3[C:19]([C:30]4[CH:35]=[CH:34][CH:33]=[CH:32][CH:31]=4)=[CH:20][C:21]4[NH:27][C:26](=[O:28])[CH2:25][CH2:24][NH:23][C:22]=4[N:29]=3)=[CH:14][CH:13]=2)[CH2:11][CH2:10][CH2:9]1)([CH3:4])([CH3:3])[CH3:2].[H-].[Na+].[CH3:39]I.O. Product: [C:1]([O:5][C:6](=[O:36])[NH:7][C:8]1([C:12]2[CH:13]=[CH:14][C:15]([C:18]3[C:19]([C:30]4[CH:31]=[CH:32][CH:33]=[CH:34][CH:35]=4)=[CH:20][C:21]4[N:27]([CH3:39])[C:26](=[O:28])[CH2:25][CH2:24][NH:23][C:22]=4[N:29]=3)=[CH:16][CH:17]=2)[CH2:11][CH2:10][CH2:9]1)([CH3:4])([CH3:2])[CH3:3]. The catalyst class is: 3. (5) Reactant: [OH:1][C:2]1[CH:3]=[CH:4][C:5]2[C:9]([O:10][C:11]3[CH:12]=[CH:13][C:14](/[CH:17]=[CH:18]/[C:19](O)=[O:20])=[N:15][CH:16]=3)=[C:8]([C:22]3[CH:27]=[CH:26][C:25]([OH:28])=[CH:24][CH:23]=3)[S:7][C:6]=2[CH:29]=1.[CH3:30][N:31](C(ON1N=NC2C=CC=NC1=2)=[N+](C)C)C.F[P-](F)(F)(F)(F)F.Cl.CN.CN1CCOCC1. Product: [OH:1][C:2]1[CH:3]=[CH:4][C:5]2[C:9]([O:10][C:11]3[CH:12]=[CH:13][C:14](/[CH:17]=[CH:18]/[C:19]([NH:31][CH3:30])=[O:20])=[N:15][CH:16]=3)=[C:8]([C:22]3[CH:27]=[CH:26][C:25]([OH:28])=[CH:24][CH:23]=3)[S:7][C:6]=2[CH:29]=1. The catalyst class is: 3. (6) The catalyst class is: 348. Product: [C:17]([C:21]1[CH:25]=[C:24](/[CH:26]=[CH:9]/[C:10]([O:12][CH2:13][CH3:14])=[O:11])[N:23]([CH2:28][C:29]2[CH:34]=[CH:33][C:32]([C:35]([F:38])([F:37])[F:36])=[CH:31][C:30]=2[Cl:39])[N:22]=1)([CH3:20])([CH3:18])[CH3:19]. Reactant: C(OP([CH2:9][C:10]([O:12][CH2:13][CH3:14])=[O:11])(OCC)=O)C.[H-].[Na+].[C:17]([C:21]1[CH:25]=[C:24]([CH:26]=O)[N:23]([CH2:28][C:29]2[CH:34]=[CH:33][C:32]([C:35]([F:38])([F:37])[F:36])=[CH:31][C:30]=2[Cl:39])[N:22]=1)([CH3:20])([CH3:19])[CH3:18].[Cl-].[NH4+]. (7) The catalyst class is: 27. Reactant: [F:1][C:2]([F:7])([F:6])[CH:3]([OH:5])[CH3:4].[Cl:8][C:9](Cl)([O:11]C(=O)OC(Cl)(Cl)Cl)Cl.N1C=CC=CC=1. Product: [Cl:8][C:9]([O:5][CH:3]([CH3:4])[C:2]([F:7])([F:6])[F:1])=[O:11]. (8) Reactant: [CH2:1]([O:3][C:4]([C:6]1[N:7]=[C:8]([Br:23])[N:9]([CH:20]([CH3:22])[CH3:21])[C:10]=1[CH:11]([C:13]1C=[CH:17][C:16]([Cl:19])=[CH:15][CH:14]=1)[OH:12])=[O:5])[CH3:2].ClC1C=CC(C=O)=[N:29]C=1. Product: [CH2:1]([O:3][C:4]([C:6]1[N:7]=[C:8]([Br:23])[N:9]([CH:20]([CH3:22])[CH3:21])[C:10]=1[CH:11]([C:13]1[CH:14]=[CH:15][C:16]([Cl:19])=[CH:17][N:29]=1)[OH:12])=[O:5])[CH3:2]. The catalyst class is: 25. (9) Reactant: [C:1]([C:3]1[CH:4]=[C:5]2[C:10](=[CH:11][C:12]=1[O:13][C:14]1[CH:22]=[CH:21][C:17]([C:18]([OH:20])=O)=[CH:16][CH:15]=1)[O:9][CH2:8][CH2:7][CH:6]2[C:23]([O:25][CH3:26])=[O:24])#[N:2].C(Cl)(=O)C(Cl)=O.[NH2:33][C:34]1[CH:35]=[N:36][C:37]([C:40]([F:43])([F:42])[F:41])=[CH:38][CH:39]=1.C(N(C(C)C)CC)(C)C. Product: [F:43][C:40]([F:41])([F:42])[C:37]1[N:36]=[CH:35][C:34]([NH:33][C:18]([C:17]2[CH:21]=[CH:22][C:14]([O:13][C:12]3[CH:11]=[C:10]4[C:5]([CH:6]([C:23]([O:25][CH3:26])=[O:24])[CH2:7][CH2:8][O:9]4)=[CH:4][C:3]=3[C:1]#[N:2])=[CH:15][CH:16]=2)=[O:20])=[CH:39][CH:38]=1. The catalyst class is: 139. (10) Reactant: [CH3:1][C:2]1[C:3]([CH2:8][N:9]([CH2:16][C:17]2[C:22]([CH3:23])=[CH:21][CH:20]=[CH:19][N:18]=2)[CH:10]2[CH2:15][CH2:14][NH:13][CH2:12][CH2:11]2)=[N:4][CH:5]=[CH:6][CH:7]=1.CCN(C(C)C)C(C)C.Br[CH2:34][C:35]([O:37][CH3:38])=[O:36].C([O-])(O)=O.[Na+]. Product: [CH3:38][O:37][C:35](=[O:36])[CH2:34][N:13]1[CH2:14][CH2:15][CH:10]([N:9]([CH2:16][C:17]2[C:22]([CH3:23])=[CH:21][CH:20]=[CH:19][N:18]=2)[CH2:8][C:3]2[C:2]([CH3:1])=[CH:7][CH:6]=[CH:5][N:4]=2)[CH2:11][CH2:12]1. The catalyst class is: 2.